The task is: Predict the reactants needed to synthesize the given product.. This data is from Full USPTO retrosynthesis dataset with 1.9M reactions from patents (1976-2016). (1) Given the product [Cl:14][C:15]1[CH:16]=[CH:17][C:18]([C:21]2[CH:22]=[CH:23][C:24]([C:27]#[C:28][C:10]3[CH:11]=[CH:12][C:5]([O:4][CH2:3][CH2:2][OH:1])=[C:6]([CH:9]=3)[CH:7]=[O:8])=[N:25][CH:26]=2)=[CH:19][CH:20]=1, predict the reactants needed to synthesize it. The reactants are: [OH:1][CH2:2][CH2:3][O:4][C:5]1[CH:12]=[CH:11][C:10](I)=[CH:9][C:6]=1[CH:7]=[O:8].[Cl:14][C:15]1[CH:20]=[CH:19][C:18]([C:21]2[CH:22]=[CH:23][C:24]([C:27]#[CH:28])=[N:25][CH:26]=2)=[CH:17][CH:16]=1. (2) Given the product [C:1]([C:5]1[CH:6]=[C:7]([NH:18][C:19]([NH:21][C:22]2[C:31]3[C:26](=[CH:27][CH:28]=[CH:29][CH:30]=3)[C:25]([O:32][C:33]3[CH:38]=[CH:37][N:36]=[C:35]([NH:40][C:41]4[CH:46]=[C:45]([O:47][CH3:48])[CH:44]=[C:43]([C:49]([CH:51]5[CH2:53][CH2:52]5)=[O:50])[CH:42]=4)[N:34]=3)=[CH:24][CH:23]=2)=[O:20])[C:8]([O:16][CH3:17])=[C:9]([NH:11][S:12]([CH3:15])(=[O:14])=[O:13])[CH:10]=1)([CH3:4])([CH3:3])[CH3:2], predict the reactants needed to synthesize it. The reactants are: [C:1]([C:5]1[CH:6]=[C:7]([NH:18][C:19]([NH:21][C:22]2[C:31]3[C:26](=[CH:27][CH:28]=[CH:29][CH:30]=3)[C:25]([O:32][C:33]3[CH:38]=[CH:37][N:36]=[C:35](Cl)[N:34]=3)=[CH:24][CH:23]=2)=[O:20])[C:8]([O:16][CH3:17])=[C:9]([NH:11][S:12]([CH3:15])(=[O:14])=[O:13])[CH:10]=1)([CH3:4])([CH3:3])[CH3:2].[NH2:40][C:41]1[CH:42]=[C:43]([C:49]([CH:51]2[CH2:53][CH2:52]2)=[O:50])[CH:44]=[C:45]([O:47][CH3:48])[CH:46]=1. (3) Given the product [Br:1][C:2]1[CH:11]=[C:10]([Br:12])[C:9]([O:13][CH:15]([CH3:17])[CH3:16])=[C:8]2[C:3]=1[CH:4]=[CH:5][CH:6]=[N:7]2, predict the reactants needed to synthesize it. The reactants are: [Br:1][C:2]1[CH:11]=[C:10]([Br:12])[C:9]([OH:13])=[C:8]2[C:3]=1[CH:4]=[CH:5][CH:6]=[N:7]2.Br[CH:15]([CH3:17])[CH3:16]. (4) Given the product [CH3:1][C:2]1[CH:3]=[CH:4][C:5]([S:8]([O:11][CH2:12][CH:13]2[CH2:17][C:16]3[CH:18]=[CH:19][CH:20]=[C:21]([C:31]4[CH:32]=[CH:33][C:34]5[C:39](=[CH:38][CH:37]=[CH:36][CH:35]=5)[CH:30]=4)[C:15]=3[O:14]2)(=[O:9])=[O:10])=[CH:6][CH:7]=1, predict the reactants needed to synthesize it. The reactants are: [CH3:1][C:2]1[CH:7]=[CH:6][C:5]([S:8]([O:11][CH2:12][CH:13]2[CH2:17][C:16]3[CH:18]=[CH:19][CH:20]=[C:21](OS(C(F)(F)F)(=O)=O)[C:15]=3[O:14]2)(=[O:10])=[O:9])=[CH:4][CH:3]=1.[CH:30]1[C:39]2[C:34](=[CH:35][CH:36]=[CH:37][CH:38]=2)[CH:33]=[CH:32][C:31]=1B(O)O.P([O-])([O-])([O-])=O.[K+].[K+].[K+].CC1C=CC(S(OCC2CC3C=CC=C(C4C=C(C(F)(F)F)C=C(C(F)(F)F)C=4)C=3O2)(=O)=O)=CC=1. (5) Given the product [CH3:1][CH2:2][CH2:3][N:4]([C@@H:12]1[CH2:17][C:16]2[CH:18]=[CH:19][CH:20]=[C:21]([OH:22])[C:15]=2[CH2:14][CH2:13]1)[CH2:5][CH2:6][C:7]1[S:11][CH:10]=[CH:9][CH:8]=1, predict the reactants needed to synthesize it. The reactants are: [CH3:1][CH2:2][CH2:3][N:4]([C@@H:12]1[CH2:17][C:16]2[CH:18]=[CH:19][CH:20]=[C:21]([OH:22])[C:15]=2[CH2:14][CH2:13]1)[CH2:5][CH2:6][C:7]1[S:11][CH:10]=[CH:9][CH:8]=1.Cl.[OH-].[Na+].P([O-])([O-])([O-])=O.[Na+].[Na+].[Na+]. (6) Given the product [F:15][CH:13]([F:14])[O:12][C:9]1[CH:10]=[CH:11][C:6]([CH2:5][C:4]2[NH:37][C:35](=[O:36])[C:21]3[N:22]=[C:23]([C:29]4[CH:34]=[CH:33][CH:32]=[CH:31][CH:30]=4)[N:24]([CH2:25][CH:26]([OH:28])[CH3:27])[C:20]=3[N:19]=2)=[CH:7][C:8]=1[O:16][CH3:17], predict the reactants needed to synthesize it. The reactants are: C(O[C:4](=O)[CH2:5][C:6]1[CH:11]=[CH:10][C:9]([O:12][CH:13]([F:15])[F:14])=[C:8]([O:16][CH3:17])[CH:7]=1)C.[NH2:19][C:20]1[N:24]([CH2:25][CH:26]([OH:28])[CH3:27])[C:23]([C:29]2[CH:34]=[CH:33][CH:32]=[CH:31][CH:30]=2)=[N:22][C:21]=1[C:35]([NH2:37])=[O:36].[Na]. (7) Given the product [CH:1]1([C:5]([C:7]2[CH:12]=[CH:11][CH:10]=[C:9]([CH:13]([CH3:14])[CH3:15])[C:8]=2[OH:16])([OH:6])[CH3:17])[CH2:2][CH2:3][CH2:4]1, predict the reactants needed to synthesize it. The reactants are: [CH:1]1([C:5]([C:7]2[CH:12]=[CH:11][CH:10]=[C:9]([CH:13]([CH3:15])[CH3:14])[C:8]=2[OH:16])=[O:6])[CH2:4][CH2:3][CH2:2]1.[CH3:17][Mg]Br. (8) The reactants are: CO[CH2:3][N:4]([CH2:10][C:11]1[CH:16]=[CH:15][CH:14]=[CH:13][CH:12]=1)[CH2:5][Si](C)(C)C.[F:17][C:18]1[CH:23]=[C:22]([F:24])[CH:21]=[CH:20][C:19]=1/[CH:25]=[CH:26]/[C:27](=[O:29])[CH3:28]. Given the product [CH2:10]([N:4]1[CH2:3][CH:25]([C:19]2[CH:20]=[CH:21][C:22]([F:24])=[CH:23][C:18]=2[F:17])[CH:26]([C:27](=[O:29])[CH3:28])[CH2:5]1)[C:11]1[CH:12]=[CH:13][CH:14]=[CH:15][CH:16]=1, predict the reactants needed to synthesize it. (9) Given the product [F:13][CH2:12][C:9]1([S:6]([NH2:5])(=[O:8])=[O:7])[CH2:11][CH2:10]1, predict the reactants needed to synthesize it. The reactants are: C([NH:5][S:6]([C:9]1([CH2:12][F:13])[CH2:11][CH2:10]1)(=[O:8])=[O:7])(C)(C)C. (10) The reactants are: [CH3:1][O:2][C:3]1[CH:4]=[C:5]([CH2:11][CH:12]([NH:17][CH:18]=O)[C:13]([F:16])([F:15])[F:14])[CH:6]=[CH:7][C:8]=1[O:9][CH3:10].O=P(Cl)(Cl)Cl. Given the product [CH3:1][O:2][C:3]1[CH:4]=[C:5]2[C:6](=[CH:7][C:8]=1[O:9][CH3:10])[CH:18]=[N:17][CH:12]([C:13]([F:14])([F:15])[F:16])[CH2:11]2, predict the reactants needed to synthesize it.